From a dataset of Catalyst prediction with 721,799 reactions and 888 catalyst types from USPTO. Predict which catalyst facilitates the given reaction. (1) Reactant: N1CCCCC1[CH:7]([OH:9])C.Cl[O-].[Na+].C[C:14]1(C)[N:19]([O])[C:18]([CH3:22])(C)[CH2:17][CH2:16][CH2:15]1.Cl([O-])=[O:25].[Na+]. Product: [NH:19]1[CH2:14][CH2:15][CH2:16][CH2:17][CH:18]1[CH2:22][C:7]([OH:9])=[O:25]. The catalyst class is: 6. (2) Reactant: [F:1][CH:2]([F:12])[C:3]1[CH:11]=[CH:10][C:6]([C:7]([OH:9])=O)=[CH:5][CH:4]=1.CN(C(ON1N=NC2C=CC=NC1=2)=[N+](C)C)C.F[P-](F)(F)(F)(F)F.[CH2:37]([O:44][C:45]([N:47]([CH2:54][C:55]1[CH:77]=[CH:76][C:58]2[N:59]([CH2:63][CH:64]3[CH2:68][CH2:67][CH2:66][N:65]3[C:69]([O:71][C:72]([CH3:75])([CH3:74])[CH3:73])=[O:70])[C:60](=[NH:62])[NH:61][C:57]=2[CH:56]=1)[C@H:48]([C:50]([CH3:53])([CH3:52])[CH3:51])[CH3:49])=[O:46])[C:38]1[CH:43]=[CH:42][CH:41]=[CH:40][CH:39]=1.CCN(C(C)C)C(C)C. Product: [CH2:37]([O:44][C:45]([N:47]([CH2:54][C:55]1[CH:77]=[CH:76][C:58]2[N:59]([CH2:63][CH:64]3[CH2:68][CH2:67][CH2:66][N:65]3[C:69]([O:71][C:72]([CH3:75])([CH3:74])[CH3:73])=[O:70])[C:60]([NH:62][C:7](=[O:9])[C:6]3[CH:5]=[CH:4][C:3]([CH:2]([F:1])[F:12])=[CH:11][CH:10]=3)=[N:61][C:57]=2[CH:56]=1)[C@H:48]([C:50]([CH3:51])([CH3:53])[CH3:52])[CH3:49])=[O:46])[C:38]1[CH:39]=[CH:40][CH:41]=[CH:42][CH:43]=1. The catalyst class is: 18. (3) Reactant: C([O:5][C:6](=[O:21])[CH2:7][N:8]1[C:16]2[C:11](=[CH:12][CH:13]=[C:14]([Cl:17])[CH:15]=2)[C:10]([C:18](=[O:20])[NH2:19])=[N:9]1)(C)(C)C.C(O)(C(F)(F)F)=O. Product: [C:18]([C:10]1[C:11]2[C:16](=[CH:15][C:14]([Cl:17])=[CH:13][CH:12]=2)[N:8]([CH2:7][C:6]([OH:21])=[O:5])[N:9]=1)(=[O:20])[NH2:19]. The catalyst class is: 2. (4) Reactant: [CH3:1][C:2]1[NH:6][N:5]=[CH:4][C:3]=1[C:7]1[S:15][C:14]2[C:13](=[O:16])[NH:12][C:11]([C@@H:17]3[C@@H:22]4[CH2:23][C@@H:19]([CH2:20][CH2:21]4)[N:18]3C(OC(C)(C)C)=O)=[N:10][C:9]=2[CH:8]=1.Cl.C(OCC)(=O)C. Product: [C@H:19]12[CH2:23][C@H:22]([CH2:21][CH2:20]1)[C@@H:17]([C:11]1[NH:12][C:13](=[O:16])[C:14]3[S:15][C:7]([C:3]4[CH:4]=[N:5][NH:6][C:2]=4[CH3:1])=[CH:8][C:9]=3[N:10]=1)[NH:18]2. The catalyst class is: 5. (5) Reactant: C([N-]C(C)C)(C)C.[Li+].[CH3:9][CH:10]([CH3:18])[C:11]([O:13][C:14]([CH3:17])([CH3:16])[CH3:15])=[O:12].[Br:19][C:20]1[CH:27]=[CH:26][C:23]([CH2:24]Br)=[CH:22][CH:21]=1.Cl. Product: [Br:19][C:20]1[CH:27]=[CH:26][C:23]([CH2:24][C:10]([CH3:18])([CH3:9])[C:11]([O:13][C:14]([CH3:17])([CH3:16])[CH3:15])=[O:12])=[CH:22][CH:21]=1. The catalyst class is: 7. (6) Reactant: [NH:1]1[C:5]2=[N:6][CH:7]=[C:8]([O:10][C:11]3[CH:45]=[C:44]([N:46]4[CH2:51][CH2:50][N:49]([CH2:52][C:53]5[CH2:58][CH2:57][C:56]([CH3:60])([CH3:59])[CH2:55][C:54]=5[C:61]5[CH:66]=[CH:65][C:64]([Cl:67])=[CH:63][CH:62]=5)[CH2:48][CH2:47]4)[CH:43]=[CH:42][C:12]=3[C:13]([NH:15][S:16]([C:19]3[CH:24]=[CH:23][C:22]([NH:25][CH:26]4[CH2:31][CH2:30][N:29](C(OC(C)(C)C)=O)[CH2:28][CH2:27]4)=[C:21]([N+:39]([O-:41])=[O:40])[CH:20]=3)(=[O:18])=[O:17])=[O:14])[CH:9]=[C:4]2[CH:3]=[CH:2]1.FC(F)(F)C(O)=O. Product: [NH:1]1[C:5]2=[N:6][CH:7]=[C:8]([O:10][C:11]3[CH:45]=[C:44]([N:46]4[CH2:47][CH2:48][N:49]([CH2:52][C:53]5[CH2:58][CH2:57][C:56]([CH3:60])([CH3:59])[CH2:55][C:54]=5[C:61]5[CH:62]=[CH:63][C:64]([Cl:67])=[CH:65][CH:66]=5)[CH2:50][CH2:51]4)[CH:43]=[CH:42][C:12]=3[C:13]([NH:15][S:16]([C:19]3[CH:24]=[CH:23][C:22]([NH:25][CH:26]4[CH2:31][CH2:30][NH:29][CH2:28][CH2:27]4)=[C:21]([N+:39]([O-:41])=[O:40])[CH:20]=3)(=[O:18])=[O:17])=[O:14])[CH:9]=[C:4]2[CH:3]=[CH:2]1. The catalyst class is: 4. (7) Reactant: [Cl:1][C:2]1[CH:3]=[CH:4][C:5]([OH:11])=[C:6]([CH:10]=1)[CH:7]=[N:8]O.P(Cl)(Cl)(Cl)=O. Product: [Cl:1][C:2]1[CH:3]=[CH:4][C:5]([OH:11])=[C:6]([CH:10]=1)[C:7]#[N:8]. The catalyst class is: 9.